Dataset: Full USPTO retrosynthesis dataset with 1.9M reactions from patents (1976-2016). Task: Predict the reactants needed to synthesize the given product. Given the product [CH2:19]([O:18][C:16](=[O:17])[C:8]([C:28]1[N:27]([CH2:33][C:34]2[CH:39]=[CH:38][CH:37]=[CH:36][C:35]=2[Cl:40])[C:26]([CH2:22][CH2:23][CH2:24][CH3:25])=[N:30][CH:29]=1)([CH2:9][C:10]1[CH:15]=[CH:14][CH:13]=[CH:12][CH:11]=1)[C:6]([O:5][CH2:4][CH3:3])=[O:7])[CH3:20], predict the reactants needed to synthesize it. The reactants are: [H-].[Na+].[CH3:3][CH2:4][O:5][C:6]([CH:8]([C:16]([O:18][CH2:19][CH3:20])=[O:17])[CH2:9][C:10]1[CH:15]=[CH:14][CH:13]=[CH:12][CH:11]=1)=[O:7].Cl.[CH2:22]([C:26]1[N:27]([CH2:33][C:34]2[CH:39]=[CH:38][CH:37]=[CH:36][C:35]=2[Cl:40])[C:28](CCl)=[CH:29][N:30]=1)[CH2:23][CH2:24][CH3:25].